Predict the reaction yield, written as a fraction of the theoretical maximum amount of product (1.0 means a 100% yield; for example, 0.34 means a 34% yield). From a dataset of Reaction yield outcomes from USPTO patents with 853,638 reactions. (1) The reactants are [CH3:1][CH:2]1[N:7]([CH3:8])[CH2:6][CH2:5][N:4]([C:9]2[CH:18]=[CH:17][C:12]([C:13]([O:15]C)=O)=[CH:11][CH:10]=2)[CH2:3]1.[NH2:19][C:20]1[N:24](C(OC(C)(C)C)=O)[N:23]=[C:22]([CH2:32][CH2:33][C:34]2[CH:39]=[C:38]([O:40][CH3:41])[CH:37]=[C:36]([O:42][CH3:43])[CH:35]=2)[CH:21]=1.C[Si]([N-][Si](C)(C)C)(C)C.[Na+]. The catalyst is C1COCC1. The product is [CH3:41][O:40][C:38]1[CH:39]=[C:34]([CH2:33][CH2:32][C:22]2[NH:23][N:24]=[C:20]([NH:19][C:13](=[O:15])[C:12]3[CH:11]=[CH:10][C:9]([N:4]4[CH2:5][CH2:6][N:7]([CH3:8])[CH:2]([CH3:1])[CH2:3]4)=[CH:18][CH:17]=3)[CH:21]=2)[CH:35]=[C:36]([O:42][CH3:43])[CH:37]=1. The yield is 0.190. (2) The reactants are Cl[C:2]1[CH:3]=[C:4]([C:9]2[N:13]3[C:14]4[N:22]=[C:21]([O:23][CH3:24])[CH:20]=[CH:19][C:15]=4[N:16]=[C:17]([CH3:18])[C:12]3=[C:11]([CH3:25])[N:10]=2)[CH:5]=[C:6](Cl)[CH:7]=1.[NH2:26][C:27](C1C=CC(B(O)O)=CC=1)=[O:28].C([O-])([O-])=O.[K+].[K+]. The catalyst is C1C=CC([P]([Pd]([P](C2C=CC=CC=2)(C2C=CC=CC=2)C2C=CC=CC=2)([P](C2C=CC=CC=2)(C2C=CC=CC=2)C2C=CC=CC=2)[P](C2C=CC=CC=2)(C2C=CC=CC=2)C2C=CC=CC=2)(C2C=CC=CC=2)C2C=CC=CC=2)=CC=1. The product is [CH3:24][O:23][C:21]1[CH:20]=[CH:19][C:15]2[N:16]=[C:17]([CH3:18])[C:12]3[N:13]([C:9]([C:4]4[CH:5]=[CH:6][C:7]([C:27]([NH2:26])=[O:28])=[CH:2][CH:3]=4)=[N:10][C:11]=3[CH3:25])[C:14]=2[N:22]=1. The yield is 0.840. (3) The reactants are [CH3:1][O:2][C:3](=[O:23])[C:4]1[CH:9]=[C:8]([N:10]2[CH:14]=[N:13][N:12]=[CH:11]2)[C:7]([C:15]([F:18])([F:17])[F:16])=[CH:6][C:5]=1[NH:19]C(=O)C.OS(O)(=O)=O. The catalyst is CO.O. The product is [CH3:1][O:2][C:3](=[O:23])[C:4]1[CH:9]=[C:8]([N:10]2[CH:11]=[N:12][N:13]=[CH:14]2)[C:7]([C:15]([F:18])([F:16])[F:17])=[CH:6][C:5]=1[NH2:19]. The yield is 0.710.